From a dataset of Reaction yield outcomes from USPTO patents with 853,638 reactions. Predict the reaction yield, written as a fraction of the theoretical maximum amount of product (1.0 means a 100% yield; for example, 0.34 means a 34% yield). (1) The reactants are [O:1]([S:9]([C:12]([F:15])([F:14])[F:13])(=[O:11])=[O:10])S(C(F)(F)F)(=O)=O.[Cl:16][C:17]1[CH:22]=[CH:21][C:20]([C:23]2[O:24][C:25]3[CH:35]=[C:34]([N:36]([C:41]4[CH:46]=[CH:45][C:44](O)=[C:43]([F:48])[CH:42]=4)[S:37]([CH3:40])(=[O:39])=[O:38])[C:33]([CH:49]4[CH2:51][CH2:50]4)=[CH:32][C:26]=3[C:27]=2[C:28]([NH:30][CH3:31])=[O:29])=[CH:19][CH:18]=1.N1C=CC=CC=1.O. The catalyst is C(Cl)Cl. The product is [F:15][C:12]([F:13])([F:14])[S:9]([O:1][C:44]1[CH:45]=[CH:46][C:41]([N:36]([C:34]2[C:33]([CH:49]3[CH2:51][CH2:50]3)=[CH:32][C:26]3[C:27]([C:28](=[O:29])[NH:30][CH3:31])=[C:23]([C:20]4[CH:19]=[CH:18][C:17]([Cl:16])=[CH:22][CH:21]=4)[O:24][C:25]=3[CH:35]=2)[S:37]([CH3:40])(=[O:38])=[O:39])=[CH:42][C:43]=1[F:48])(=[O:10])=[O:11]. The yield is 0.830. (2) The reactants are [N:1]1[CH:6]=[CH:5][CH:4]=[CH:3][C:2]=1[CH2:7][C:8]([OH:10])=O.Cl.CN(C)CCCN=C=NCC.OC1C=CC=C[N+]=1[O-].C(N(CC)C(C)C)(C)C.[Cl:40][C:41]1[CH:46]=[C:45]([C:47]2[N:48]=[N:49][C:50]([O:59][CH2:60][CH2:61][C:62]3[CH:67]=[CH:66][C:65]([Cl:68])=[CH:64][CH:63]=3)=[C:51]([N:53]3[CH2:58][CH2:57][NH:56][CH2:55][CH2:54]3)[CH:52]=2)[CH:44]=[C:43]([Cl:69])[C:42]=1[OH:70]. The catalyst is CN(C)C=O. The product is [Cl:68][C:65]1[CH:66]=[CH:67][C:62]([CH2:61][CH2:60][O:59][C:50]2[N:49]=[N:48][C:47]([C:45]3[CH:46]=[C:41]([Cl:40])[C:42]([OH:70])=[C:43]([Cl:69])[CH:44]=3)=[CH:52][C:51]=2[N:53]2[CH2:54][CH2:55][N:56]([C:8](=[O:10])[CH2:7][C:2]3[CH:3]=[CH:4][CH:5]=[CH:6][N:1]=3)[CH2:57][CH2:58]2)=[CH:63][CH:64]=1. The yield is 0.220.